From a dataset of Forward reaction prediction with 1.9M reactions from USPTO patents (1976-2016). Predict the product of the given reaction. Given the reactants C([O-])(=O)C.[Na+].[NH2:6][NH:7][C:8]([NH2:10])=[S:9].C(O)C.[CH3:14][C:15]1[C:23]2[C:18](=[N:19][CH:20]=[C:21]([CH:24]=O)[CH:22]=2)[NH:17][N:16]=1, predict the reaction product. The product is: [CH3:14][C:15]1[C:23]2[C:18](=[N:19][CH:20]=[C:21]([CH:24]=[N:6][NH:7][C:8]([NH2:10])=[S:9])[CH:22]=2)[NH:17][N:16]=1.